This data is from Catalyst prediction with 721,799 reactions and 888 catalyst types from USPTO. The task is: Predict which catalyst facilitates the given reaction. (1) Reactant: [C:1]([O:4][C:5]1[CH:22]=[CH:21][C:8]2[N:9]=[C:10]([C:12]3[CH:17]=[CH:16][C:15]([N+:18]([O-])=O)=[CH:14][CH:13]=3)[S:11][C:7]=2[CH:6]=1)(=[O:3])[CH3:2]. Product: [C:1]([O:4][C:5]1[CH:22]=[CH:21][C:8]2[N:9]=[C:10]([C:12]3[CH:17]=[CH:16][C:15]([NH2:18])=[CH:14][CH:13]=3)[S:11][C:7]=2[CH:6]=1)(=[O:3])[CH3:2]. The catalyst class is: 36. (2) Reactant: [C:1]([O:5][C:6]([N:8]1[CH2:13][CH2:12][N:11]([C:14]2[CH:19]=[CH:18][C:17]([C:20]#N)=[CH:16][C:15]=2[F:22])[CH2:10][CH2:9]1)=[O:7])([CH3:4])([CH3:3])[CH3:2].[CH:23]1([Mg]Cl)[CH2:27][CH2:26][CH2:25][CH2:24]1.[OH2:30].Cl. Product: [C:1]([O:5][C:6]([N:8]1[CH2:9][CH2:10][N:11]([C:14]2[CH:19]=[CH:18][C:17]([C:20]([CH:23]3[CH2:27][CH2:26][CH2:25][CH2:24]3)=[O:30])=[CH:16][C:15]=2[F:22])[CH2:12][CH2:13]1)=[O:7])([CH3:4])([CH3:3])[CH3:2]. The catalyst class is: 28. (3) Reactant: [CH3:1][C:2]1[S:3][C:4]([CH3:33])=[C:5]([CH2:22][C:23]2[CH:28]=[CH:27][C:26]([C:29]([F:32])([F:31])[F:30])=[CH:25][CH:24]=2)[C:6]=1[C:7]([NH:9][C@H:10]([C:12]1[CH:21]=[CH:20][C:15]([C:16]([O:18]C)=[O:17])=[CH:14][CH:13]=1)[CH3:11])=[O:8].[Li+].[OH-].Cl. Product: [CH3:1][C:2]1[S:3][C:4]([CH3:33])=[C:5]([CH2:22][C:23]2[CH:24]=[CH:25][C:26]([C:29]([F:31])([F:32])[F:30])=[CH:27][CH:28]=2)[C:6]=1[C:7]([NH:9][C@H:10]([C:12]1[CH:21]=[CH:20][C:15]([C:16]([OH:18])=[O:17])=[CH:14][CH:13]=1)[CH3:11])=[O:8]. The catalyst class is: 36. (4) The catalyst class is: 332. Reactant: C[O:2][C:3]([C@H:5]1[CH2:10][CH2:9][C@H:8]([NH:11][C:12]([O:14][C:15]([CH3:18])([CH3:17])[CH3:16])=[O:13])[CH2:7][CH2:6]1)=O.[BH4-].[Li+].C([BH-](CC)CC)C.[Li+]. Product: [CH3:18][C:15]([O:14][C:12]([NH:11][CH:8]1[CH2:7][CH2:6][CH:5]([CH2:3][OH:2])[CH2:10][CH2:9]1)=[O:13])([CH3:16])[CH3:17]. (5) Reactant: Cl[C:2]1[CH:7]=[CH:6][C:5]([C:8]([O:10][CH3:11])=[O:9])=[CH:4][N+:3]=1[O-:12].CC#N.FC(F)(F)C(OC(=O)C(F)(F)F)=[O:19].C([O-])(O)=O.[Na+]. Product: [OH:12][N:3]1[C:2](=[O:19])[CH:7]=[CH:6][C:5]([C:8]([O:10][CH3:11])=[O:9])=[CH:4]1. The catalyst class is: 5. (6) Product: [OH:8][C@H:5]1[CH2:6][CH2:7][C@H:2]([NH:1][C:22]2[CH:23]=[CH:24][N:25]=[C:20]([C:19]3[CH:18]=[N:17][N:14]4[CH:15]=[CH:16][C:11]([C:9]#[N:10])=[CH:12][C:13]=34)[N:21]=2)[CH2:3][CH2:4]1. The catalyst class is: 3. Reactant: [NH2:1][C@H:2]1[CH2:7][CH2:6][C@H:5]([OH:8])[CH2:4][CH2:3]1.[C:9]([C:11]1[CH:16]=[CH:15][N:14]2[N:17]=[CH:18][C:19]([C:20]3[N:25]=[C:24](N[C@@H]4CCCN(C(OC(C)(C)C)=O)C4)[CH:23]=[CH:22][N:21]=3)=[C:13]2[CH:12]=1)#[N:10]. (7) Reactant: Cl[C:2]1[CH:7]=[C:6]([C:8]2[CH:13]=[CH:12][C:11]([C:14]([F:17])([F:16])[F:15])=[CH:10][CH:9]=2)[N:5]=[CH:4][N:3]=1.C([Sn](CCCC)(CCCC)[C:23]([O:25]CC)=[CH2:24])CCC. Product: [F:15][C:14]([F:17])([F:16])[C:11]1[CH:12]=[CH:13][C:8]([C:6]2[N:5]=[CH:4][N:3]=[C:2]([C:23](=[O:25])[CH3:24])[CH:7]=2)=[CH:9][CH:10]=1. The catalyst class is: 233.